From a dataset of M1 muscarinic receptor agonist screen with 61,833 compounds. Binary Classification. Given a drug SMILES string, predict its activity (active/inactive) in a high-throughput screening assay against a specified biological target. (1) The molecule is Clc1c(C2CC(=O)N3C(SCN(C3)c3ccccc3)=C2C#N)cccc1. The result is 0 (inactive). (2) The drug is S(c1n(CCCOC)c(nn1)c1c(occ1)C)CC(=O)Nc1cc2OCCOc2cc1. The result is 0 (inactive). (3) The molecule is S(=O)(=O)(N1CCC(CC1)C(OCC)=O)c1cc2CCCN(c2cc1)C(=O)C. The result is 0 (inactive). (4) The molecule is s1c2c(CCCC2)c(c1NS(=O)(=O)c1sccc1)C(OC)=O. The result is 0 (inactive). (5) The drug is S(CC(=O)Nc1cc(ccc1)C(OCC)=O)c1nc(N)cc(n1)N. The result is 0 (inactive). (6) The molecule is S1C(NC(=O)C(NC(=O)COc2ccccc2)C)=NCC1. The result is 0 (inactive).